This data is from Forward reaction prediction with 1.9M reactions from USPTO patents (1976-2016). The task is: Predict the product of the given reaction. (1) The product is: [CH3:32][CH2:31][CH2:37][CH:20]([O:19][Si:12]([O:13][CH2:14][CH3:15])([O:16][CH2:17][CH3:18])[N:24]1[C:1](=[O:7])[CH:2]=[CH:3][C:4]1=[O:6])[CH3:21]. Given the reactants [C:1]1(=[O:7])[O:6][C:4](=O)[CH:3]=[CH:2]1.NCCC[Si:12]([O:19][CH2:20][CH3:21])([O:16][CH2:17][CH3:18])[O:13][CH2:14][CH3:15].C[Si](C)(C)[NH:24][Si](C)(C)C.[C:31]1([CH3:37])C=CC=C[CH:32]=1, predict the reaction product. (2) Given the reactants [F:1][C:2]1[CH:7]=[C:6]([S:8][CH3:9])[CH:5]=[CH:4][C:3]=1[C:10]1[N:11]=[CH:12][C:13]([OH:16])=[N:14][CH:15]=1.CS(O[CH2:22][CH:23]1[CH2:28][CH2:27][N:26]([C:29]2[O:33][N:32]=[C:31]([CH:34]([CH3:36])[CH3:35])[N:30]=2)[CH2:25][CH2:24]1)(=O)=O.C([O-])([O-])=O.[K+].[K+].O, predict the reaction product. The product is: [F:1][C:2]1[CH:7]=[C:6]([S:8][CH3:9])[CH:5]=[CH:4][C:3]=1[C:10]1[CH:15]=[N:14][C:13]([O:16][CH2:22][CH:23]2[CH2:28][CH2:27][N:26]([C:29]3[O:33][N:32]=[C:31]([CH:34]([CH3:36])[CH3:35])[N:30]=3)[CH2:25][CH2:24]2)=[CH:12][N:11]=1. (3) Given the reactants [CH:1]([C:3]1[C:12]([CH3:13])=[CH:11][C:6]([O:7][CH2:8][C:9]#[N:10])=[CH:5][C:4]=1[CH3:14])=[O:2].[N-:15]=[N+:16]=[N-:17].[Na+].[Cl-].[NH4+].O, predict the reaction product. The product is: [CH3:14][C:4]1[CH:5]=[C:6]([O:7][CH2:8][C:9]2[NH:17][N:16]=[N:15][N:10]=2)[CH:11]=[C:12]([CH3:13])[C:3]=1[CH:1]=[O:2]. (4) Given the reactants [F:1][C:2]1[CH:3]=[C:4]2[C:9](=[CH:10][C:11]=1[F:12])[N:8]=[C:7]([CH2:13][O:14][C:15]1[CH:16]=[CH:17][C:18]3[O:28][CH2:27][C:22]4=[N:23][CH:24]=[CH:25][CH:26]=[C:21]4[C:20](=[O:29])[C:19]=3[CH:30]=1)[CH:6]=[CH:5]2.[BH4-].[Na+], predict the reaction product. The product is: [F:1][C:2]1[CH:3]=[C:4]2[C:9](=[CH:10][C:11]=1[F:12])[N:8]=[C:7]([CH2:13][O:14][C:15]1[CH:16]=[CH:17][C:18]3[O:28][CH2:27][C:22]4=[N:23][CH:24]=[CH:25][CH:26]=[C:21]4[CH:20]([OH:29])[C:19]=3[CH:30]=1)[CH:6]=[CH:5]2. (5) Given the reactants C([O:3][C:4](=[O:32])[C@@H:5]([CH3:31])[CH2:6][CH:7]([NH:23][C:24](=[O:30])[CH2:25][CH2:26][C:27]([OH:29])=[O:28])[CH2:8][C:9]1[CH:14]=[CH:13][C:12]([C:15]2[CH:20]=[CH:19][CH:18]=[CH:17][C:16]=2[O:21][CH3:22])=[CH:11][CH:10]=1)C.[OH-].[Na+].Cl, predict the reaction product. The product is: [C:27]([CH2:26][CH2:25][C:24]([NH:23][CH:7]([CH2:8][C:9]1[CH:14]=[CH:13][C:12]([C:15]2[CH:20]=[CH:19][CH:18]=[CH:17][C:16]=2[O:21][CH3:22])=[CH:11][CH:10]=1)[CH2:6][C@H:5]([CH3:31])[C:4]([OH:32])=[O:3])=[O:30])([OH:29])=[O:28]. (6) The product is: [NH2:8][CH2:9][CH:10]1[CH2:15][CH2:14][N:13]([C:16]([O:18][CH2:19][C:20]2[CH:21]=[C:22]([Cl:27])[CH:23]=[C:24]([Cl:26])[CH:25]=2)=[O:17])[CH:12]([CH3:28])[CH2:11]1. Given the reactants C(OC([NH:8][CH2:9][CH:10]1[CH2:15][CH2:14][N:13]([C:16]([O:18][CH2:19][C:20]2[CH:25]=[C:24]([Cl:26])[CH:23]=[C:22]([Cl:27])[CH:21]=2)=[O:17])[CH:12]([CH3:28])[CH2:11]1)=O)(C)(C)C.FC(F)(F)C(O)=O, predict the reaction product. (7) Given the reactants [Br:1][C:2]1[C:3]([CH3:9])=[CH:4][C:5]([OH:8])=[N:6][CH:7]=1.[H-].[Na+].[CH3:12]I.[NH4+].[Cl-], predict the reaction product. The product is: [Br:1][C:2]1[C:3]([CH3:9])=[CH:4][C:5](=[O:8])[N:6]([CH3:12])[CH:7]=1.